From a dataset of Full USPTO retrosynthesis dataset with 1.9M reactions from patents (1976-2016). Predict the reactants needed to synthesize the given product. (1) Given the product [CH2:26]([O:25][C:22]1[CH:23]=[CH:24][C:19]([C:10]2[C:11]([C:13]3[CH:18]=[CH:17][N:16]=[CH:15][CH:14]=3)=[CH:12][N:8]([CH2:7][CH2:6][F:33])[N:9]=2)=[CH:20][CH:21]=1)[C:27]1[CH:32]=[CH:31][CH:30]=[CH:29][CH:28]=1, predict the reactants needed to synthesize it. The reactants are: CS(O[CH2:6][CH2:7][N:8]1[CH:12]=[C:11]([C:13]2[CH:18]=[CH:17][N:16]=[CH:15][CH:14]=2)[C:10]([C:19]2[CH:24]=[CH:23][C:22]([O:25][CH2:26][C:27]3[CH:32]=[CH:31][CH:30]=[CH:29][CH:28]=3)=[CH:21][CH:20]=2)=[N:9]1)(=O)=O.[F-:33].C([N+](CCCC)(CCCC)CCCC)CCC. (2) Given the product [CH3:32][C:27]1[CH:28]=[CH:29][CH:30]=[CH:31][C:26]=1[CH2:25][C:24]1[C:3]2[C:4](=[O:23])[N:5]([C:12]3[CH:17]=[CH:16][CH:15]=[C:14]([O:18][C:19]([F:21])([F:22])[F:20])[CH:13]=3)[C:6]3[N:7]=[CH:8][CH:9]=[CH:10][C:11]=3[C:2]=2[NH:36][N:35]=1, predict the reactants needed to synthesize it. The reactants are: O[C:2]1[C:11]2[C:6](=[N:7][CH:8]=[CH:9][CH:10]=2)[N:5]([C:12]2[CH:17]=[CH:16][CH:15]=[C:14]([O:18][C:19]([F:22])([F:21])[F:20])[CH:13]=2)[C:4](=[O:23])[C:3]=1[C:24](=O)[CH2:25][C:26]1[CH:31]=[CH:30][CH:29]=[CH:28][C:27]=1[CH3:32].O.[NH2:35][NH2:36].C(=O)([O-])O.[Na+]. (3) Given the product [C:11]([O:10][C:9]([NH:8][C:7]1[C:2]([C:21](=[O:27])[C:22]([O:24][CH2:25][CH3:26])=[O:23])=[N:3][CH:4]=[CH:5][CH:6]=1)=[O:15])([CH3:14])([CH3:13])[CH3:12], predict the reactants needed to synthesize it. The reactants are: Br[C:2]1[C:7]([NH:8][C:9](=[O:15])[O:10][C:11]([CH3:14])([CH3:13])[CH3:12])=[CH:6][CH:5]=[CH:4][N:3]=1.C([Li])CCC.[C:21](OCC)(=[O:27])[C:22]([O:24][CH2:25][CH3:26])=[O:23]. (4) Given the product [CH3:1][O:2][CH2:5][CH2:4][S:6]([N:9]1[CH2:14][CH2:13][N:12]([C:15]2[CH:36]=[CH:35][C:18]([NH:19][C:20]3[N:25]=[C:24]([C:26]4[N:30]([CH:31]([CH3:32])[CH3:33])[C:29]([CH3:34])=[N:28][CH:27]=4)[CH:23]=[CH:22][N:21]=3)=[CH:17][CH:16]=2)[CH2:11][CH2:10]1)(=[O:7])=[O:8], predict the reactants needed to synthesize it. The reactants are: [CH3:1][O-:2].[Na+].[CH:4]([S:6]([N:9]1[CH2:14][CH2:13][N:12]([C:15]2[CH:36]=[CH:35][C:18]([NH:19][C:20]3[N:25]=[C:24]([C:26]4[N:30]([CH:31]([CH3:33])[CH3:32])[C:29]([CH3:34])=[N:28][CH:27]=4)[CH:23]=[CH:22][N:21]=3)=[CH:17][CH:16]=2)[CH2:11][CH2:10]1)(=[O:8])=[O:7])=[CH2:5]. (5) The reactants are: [Si]([O:8][CH2:9][C:10]1[N:15]=[CH:14][C:13]2[N:16]=[CH:17][N:18]([C:19]3[S:23][C:22]([C:24]([NH2:26])=[O:25])=[C:21]([O:27][CH:28]([C:30]4[CH:35]=[CH:34][CH:33]=[CH:32][C:31]=4[O:36][CH:37]([F:39])[F:38])[CH3:29])[CH:20]=3)[C:12]=2[CH:11]=1)(C(C)(C)C)(C)C.[F-].C([N+](CCCC)(CCCC)CCCC)CCC. Given the product [F:39][CH:37]([F:38])[O:36][C:31]1[CH:32]=[CH:33][CH:34]=[CH:35][C:30]=1[CH:28]([O:27][C:21]1[CH:20]=[C:19]([N:18]2[C:12]3[CH:11]=[C:10]([CH2:9][OH:8])[N:15]=[CH:14][C:13]=3[N:16]=[CH:17]2)[S:23][C:22]=1[C:24]([NH2:26])=[O:25])[CH3:29], predict the reactants needed to synthesize it. (6) The reactants are: [CH:1]1([C@H:4]([C:6]2[CH:11]=[CH:10][CH:9]=[C:8]([C:12](O)([CH3:15])[CH2:13][CH3:14])[C:7]=2[OH:17])[CH3:5])[CH2:3][CH2:2]1.C([SiH](CC)CC)C.FC(F)(F)C(O)=O.O.O.O.[F-].C([N+](CCCC)(CCCC)CCCC)CCC. Given the product [CH:1]1([C@H:4]([C:6]2[CH:11]=[CH:10][CH:9]=[C:8]([CH:12]([CH2:13][CH3:14])[CH3:15])[C:7]=2[OH:17])[CH3:5])[CH2:3][CH2:2]1, predict the reactants needed to synthesize it. (7) The reactants are: [NH2:1][C:2]1[C:7]([N+:8]([O-])=O)=[C:6]([NH:11][C:12]23[C:18]([CH3:20])([CH3:19])[C:15]([CH3:21])([CH2:16][CH2:17]2)[C:14](=[O:22])[CH2:13]3)[C:5]([Cl:23])=[CH:4][N:3]=1. Given the product [NH2:1][C:2]1[C:7]([NH2:8])=[C:6]([NH:11][C:12]23[C:18]([CH3:19])([CH3:20])[C:15]([CH3:21])([CH2:16][CH2:17]2)[C:14](=[O:22])[CH2:13]3)[C:5]([Cl:23])=[CH:4][N:3]=1, predict the reactants needed to synthesize it. (8) Given the product [CH2:17]([O:10][C:9](=[O:11])[CH2:8][C:4]1[CH:5]=[N:6][CH:7]=[C:2]([Br:1])[CH:3]=1)[CH3:18], predict the reactants needed to synthesize it. The reactants are: [Br:1][C:2]1[CH:3]=[C:4]([CH2:8][C:9]([OH:11])=[O:10])[CH:5]=[N:6][CH:7]=1.S(=O)(=O)(O)O.[CH3:17][CH2:18]O. (9) Given the product [ClH:28].[ClH:28].[F:21][C:2]([F:1])([C:17]([F:18])([F:19])[F:20])[CH2:3][N:4]1[CH2:9][CH2:8][NH:7][CH2:6][CH2:5]1, predict the reactants needed to synthesize it. The reactants are: [F:1][C:2]([F:21])([C:17]([F:20])([F:19])[F:18])[CH2:3][N:4]1[CH2:9][CH2:8][N:7](C(OC(C)(C)C)=O)[CH2:6][CH2:5]1.C(OC(=O)C)C.[ClH:28].